Dataset: Reaction yield outcomes from USPTO patents with 853,638 reactions. Task: Predict the reaction yield, written as a fraction of the theoretical maximum amount of product (1.0 means a 100% yield; for example, 0.34 means a 34% yield). (1) The reactants are [Br:1][C:2]1[CH:3]=[C:4]([CH:7]=[CH:8][C:9]=1[OH:10])[CH:5]=[O:6].C([O-])([O-])=O.[K+].[K+].[CH2:17](Br)[CH:18]=[CH2:19]. The catalyst is CN(C=O)C. The product is [CH2:19]([O:10][C:9]1[CH:8]=[CH:7][C:4]([CH:5]=[O:6])=[CH:3][C:2]=1[Br:1])[CH:18]=[CH2:17]. The yield is 0.930. (2) The reactants are C=O.[OH-].[Na+].[CH3:5][O:6]CCOC.[F:11][C:12]([F:38])=[CH:13][CH2:14][S:15]([CH:18]([C:29]1[C:34]([F:35])=[CH:33][CH:32]=[C:31]([F:36])[C:30]=1[F:37])[C:19]1[C:20]([CH3:28])=[CH:21][C:22]([C:25]([NH2:27])=[O:26])=[N:23][CH:24]=1)(=[O:17])=[O:16]. The catalyst is O. The product is [F:38][C:12]([F:11])=[CH:13][CH2:14][S:15]([CH:18]([C:29]1[C:34]([F:35])=[CH:33][CH:32]=[C:31]([F:36])[C:30]=1[F:37])[C:19]1[C:20]([CH3:28])=[CH:21][C:22]([C:25]([NH:27][CH2:5][OH:6])=[O:26])=[N:23][CH:24]=1)(=[O:17])=[O:16]. The yield is 0.380. (3) The reactants are [Cl:1][C:2]1[C:7]([NH:8][S:9]([C:12]2[CH:17]=[CH:16][C:15]([F:18])=[CH:14][CH:13]=2)(=[O:11])=[O:10])=[CH:6][C:5](B2OC(C)(C)C(C)(C)O2)=[CH:4][N:3]=1.Br[C:29]1[CH:34]=[CH:33][C:32]2[O:35][CH2:36][CH2:37][O:38][C:31]=2[CH:30]=1.C(=O)([O-])[O-].[Cs+].[Cs+].O1CCOCC1. The catalyst is [NH4+].[Cl-].[Pd+2].ClC1C=C[C-](P(C2C=CC=CC=2)C2C=CC=CC=2)C=1Cl.[C-]1(P(C2C=CC=CC=2)C2C=CC=CC=2)C=CC=C1.[Fe+2].O. The yield is 0.810. The product is [Cl:1][C:2]1[C:7]([NH:8][S:9]([C:12]2[CH:13]=[CH:14][C:15]([F:18])=[CH:16][CH:17]=2)(=[O:10])=[O:11])=[CH:6][C:5]([C:29]2[CH:34]=[CH:33][C:32]3[O:35][CH2:36][CH2:37][O:38][C:31]=3[CH:30]=2)=[CH:4][N:3]=1. (4) The reactants are [CH3:1][O:2][C:3]([C:5]12[CH2:14][CH:9]3[CH2:10][CH:11]([CH2:13][CH:7]([C:8]3=O)[CH2:6]1)[CH2:12]2)=[O:4].C([O-])=O.[NH4+:19]. The catalyst is CO.[Pd]. The product is [CH3:1][O:2][C:3]([C:5]12[CH2:14][CH:9]3[CH2:10][CH:11]([CH2:13][CH:7]([CH:8]3[NH2:19])[CH2:6]1)[CH2:12]2)=[O:4]. The yield is 0.770. (5) The reactants are [CH3:1][C:2]1[CH:6]=[CH:5][O:4][C:3]=1[C:7]([OH:9])=O.S(Cl)(Cl)=O.[C:14]([C:16]1[CH:17]=[C:18]([NH2:22])[CH:19]=[CH:20][CH:21]=1)#[CH:15].CCN(CC)CC. The catalyst is C1COCC1. The product is [C:14]([C:16]1[CH:17]=[C:18]([NH:22][C:7]([C:3]2[O:4][CH:5]=[CH:6][C:2]=2[CH3:1])=[O:9])[CH:19]=[CH:20][CH:21]=1)#[CH:15]. The yield is 0.810.